This data is from Catalyst prediction with 721,799 reactions and 888 catalyst types from USPTO. The task is: Predict which catalyst facilitates the given reaction. (1) Reactant: Cl[C:2]1[N:7]=[C:6]([NH:8][C:9]2[NH:13][N:12]=[C:11]([CH:14]3[CH2:16][CH2:15]3)[CH:10]=2)[CH:5]=[CH:4][N:3]=1.[CH3:17][NH:18][CH2:19][C:20]1[CH:34]=[CH:33][C:23]2[N:24]([CH:27]3[CH2:32][CH2:31][CH2:30][CH2:29][O:28]3)[CH:25]=[N:26][C:22]=2[CH:21]=1.CCN(C(C)C)C(C)C. Product: [CH:14]1([C:11]2[NH:12][N:13]=[C:9]([NH:8][C:6]3[CH:5]=[CH:4][N:3]=[C:2]([N:18]([CH3:17])[CH2:19][C:20]4[CH:34]=[CH:33][C:23]5[N:24]([CH:27]6[CH2:32][CH2:31][CH2:30][CH2:29][O:28]6)[CH:25]=[N:26][C:22]=5[CH:21]=4)[N:7]=3)[CH:10]=2)[CH2:16][CH2:15]1. The catalyst class is: 41. (2) Reactant: [CH:1]1([NH:4][C:5](=[O:16])[NH:6][C:7]2[CH:12]=[CH:11][C:10](B(O)O)=[CH:9][CH:8]=2)[CH2:3][CH2:2]1.Cl[C:18]1[N:23]=[C:22]([C:24]([S:27]([CH:30]2[CH2:32][CH2:31]2)(=[O:29])=[O:28])([CH3:26])[CH3:25])[CH:21]=[C:20]([N:33]2[CH2:38][CH2:37][O:36][CH2:35][C@@H:34]2[CH3:39])[N:19]=1.C(=O)([O-])[O-].[Na+].[Na+].COCCOC.O.CCO. Product: [CH:1]1([NH:4][C:5](=[O:16])[NH:6][C:7]2[CH:12]=[CH:11][C:10]([C:18]3[N:23]=[C:22]([C:24]([S:27]([CH:30]4[CH2:31][CH2:32]4)(=[O:28])=[O:29])([CH3:26])[CH3:25])[CH:21]=[C:20]([N:33]4[CH2:38][CH2:37][O:36][CH2:35][C@@H:34]4[CH3:39])[N:19]=3)=[CH:9][CH:8]=2)[CH2:3][CH2:2]1. The catalyst class is: 233. (3) Reactant: [CH3:1][O:2][C:3](=[O:22])[NH:4][C:5]1[CH:10]=[CH:9][C:8](B2OC(C)(C)C(C)(C)O2)=[C:7]([O:20][CH3:21])[CH:6]=1.Cl[C:24]1[CH:29]=[CH:28][N:27]=[CH:26][N:25]=1.P([O-])([O-])([O-])=O.[K+].[K+].[K+]. Product: [CH3:1][O:2][C:3](=[O:22])[NH:4][C:5]1[CH:10]=[CH:9][C:8]([C:24]2[CH:29]=[CH:28][N:27]=[CH:26][N:25]=2)=[C:7]([O:20][CH3:21])[CH:6]=1. The catalyst class is: 339. (4) Reactant: [F:1][C:2]1[CH:7]=[C:6]([O:8][C:9]2[CH:14]=[CH:13][CH:12]=[C:11]([F:15])[CH:10]=2)[CH:5]=[CH:4][C:3]=1[C:16]1[C:24]2[C:19](=[N:20][CH:21]=[N:22][C:23]=2[NH2:25])[N:18]([C@@H:26]2[CH2:30][CH2:29][NH:28][CH2:27]2)[N:17]=1.[C:31](O)(=[O:35])[C:32]#[C:33][CH3:34].CN(C(ON1N=NC2C=CC=NC1=2)=[N+](C)C)C.F[P-](F)(F)(F)(F)F.CCN(C(C)C)C(C)C. Product: [NH2:25][C:23]1[N:22]=[CH:21][N:20]=[C:19]2[N:18]([C@@H:26]3[CH2:30][CH2:29][N:28]([C:31](=[O:35])[C:32]#[C:33][CH3:34])[CH2:27]3)[N:17]=[C:16]([C:3]3[CH:4]=[CH:5][C:6]([O:8][C:9]4[CH:14]=[CH:13][CH:12]=[C:11]([F:15])[CH:10]=4)=[CH:7][C:2]=3[F:1])[C:24]=12. The catalyst class is: 2. (5) Reactant: [F:1][C:2]([F:39])([F:38])[C:3]1[CH:4]=[C:5]([CH:31]=[C:32]([C:34]([F:37])([F:36])[F:35])[CH:33]=1)[C:6]([NH:8][C@@H:9]1[CH2:13][CH2:12][N:11]([CH:14]2[CH2:20][CH2:19][CH2:18][N:17]([C:21]([O:23][CH2:24][C:25]3[CH:30]=[CH:29][CH:28]=[CH:27][CH:26]=3)=[O:22])[CH2:16][CH2:15]2)[CH2:10]1)=[O:7].[C:40]([O:44][C:45](=O)[O:46]C(C)(C)C)([CH3:43])([CH3:42])[CH3:41]. Product: [F:37][C:34]([F:35])([F:36])[C:32]1[CH:31]=[C:5]([CH:4]=[C:3]([C:2]([F:1])([F:38])[F:39])[CH:33]=1)[C:6]([N:8]([C:45]([O:44][C:40]([CH3:43])([CH3:42])[CH3:41])=[O:46])[C@@H:9]1[CH2:13][CH2:12][N:11]([CH:14]2[CH2:20][CH2:19][CH2:18][N:17]([C:21]([O:23][CH2:24][C:25]3[CH:30]=[CH:29][CH:28]=[CH:27][CH:26]=3)=[O:22])[CH2:16][CH2:15]2)[CH2:10]1)=[O:7]. The catalyst class is: 616. (6) Product: [F:1][C:2]([F:15])([F:14])[S:3]([O:6][CH2:17][CH2:18][CH2:19][CH2:20][CH2:21][C:22]([O:24][CH2:25][CH3:26])=[O:23])(=[O:5])=[O:4]. The catalyst class is: 4. Reactant: [F:1][C:2]([F:15])([F:14])[S:3]([O:6]S(C(F)(F)F)(=O)=O)(=[O:5])=[O:4].O[CH2:17][CH2:18][CH2:19][CH2:20][CH2:21][C:22]([O:24][CH2:25][CH3:26])=[O:23]. (7) Reactant: [CH3:1][C:2]1[NH:6][C:5]2[CH:7]=[C:8]([O:12][CH2:13][CH2:14][CH2:15][C:16]([O:18][CH2:19][CH3:20])=[O:17])[CH:9]=[C:10]([CH3:11])[C:4]=2[N:3]=1.C([O-])([O-])=O.[K+].[K+].CN(C=O)C.Br[CH2:33][C:34]1[CH:39]=[CH:38][CH:37]=[CH:36][C:35]=1[Cl:40]. Product: [Cl:40][C:35]1[CH:36]=[CH:37][CH:38]=[CH:39][C:34]=1[CH2:33][N:6]1[C:5]2[CH:7]=[C:8]([O:12][CH2:13][CH2:14][CH2:15][C:16]([O:18][CH2:19][CH3:20])=[O:17])[CH:9]=[C:10]([CH3:11])[C:4]=2[N:3]=[C:2]1[CH3:1]. The catalyst class is: 25.